This data is from Full USPTO retrosynthesis dataset with 1.9M reactions from patents (1976-2016). The task is: Predict the reactants needed to synthesize the given product. (1) Given the product [S:1]1[CH:5]=[CH:4][CH:3]=[C:2]1[CH2:6][C:7]([Cl:12])=[O:9], predict the reactants needed to synthesize it. The reactants are: [S:1]1[CH:5]=[CH:4][CH:3]=[C:2]1[CH2:6][C:7]([OH:9])=O.O=S(Cl)[Cl:12]. (2) Given the product [Cl:21][C:22]1[CH:23]=[C:24]([CH:27]=[CH:28][C:29]=1[O:30][CH3:31])[CH2:25][NH:26][C:2]1[C:7]([C:8]([OH:10])=[O:9])=[C:6]([Cl:11])[N:5]=[C:4]([S:12][CH3:13])[N:3]=1, predict the reactants needed to synthesize it. The reactants are: Cl[C:2]1[C:7]([C:8]([OH:10])=[O:9])=[C:6]([Cl:11])[N:5]=[C:4]([S:12][CH3:13])[N:3]=1.C(N(CC)CC)C.[Cl:21][C:22]1[CH:23]=[C:24]([CH:27]=[CH:28][C:29]=1[O:30][CH3:31])[CH2:25][NH2:26]. (3) Given the product [C:1]([O:5][C:6]([N:8]1[CH2:13][CH2:12][N:11]2[C@@H:10]([CH2:18][O:19][CH2:15][C:14]2=[O:17])[CH2:9]1)=[O:7])([CH3:4])([CH3:3])[CH3:2], predict the reactants needed to synthesize it. The reactants are: [C:1]([O:5][C:6]([N:8]1[CH2:13][CH2:12][N:11]([C:14](=[O:17])[CH2:15]Cl)[C@@H:10]([CH2:18][OH:19])[CH2:9]1)=[O:7])([CH3:4])([CH3:3])[CH3:2].CC(C)([O-])C.[K+].CC(O)=O. (4) Given the product [Cl:17][C:4]1[C:5]([C:10]2[CH:15]=[CH:14][C:13]([F:16])=[CH:12][CH:11]=2)=[CH:6][C:7]([O:8][CH3:9])=[C:2]2[C:3]=1[C:18](=[O:20])[NH:23][CH:21]=[N:1]2, predict the reactants needed to synthesize it. The reactants are: [NH2:1][C:2]1[C:7]([O:8][CH3:9])=[CH:6][C:5]([C:10]2[CH:15]=[CH:14][C:13]([F:16])=[CH:12][CH:11]=2)=[C:4]([Cl:17])[C:3]=1[C:18]([OH:20])=O.[CH:21]([NH2:23])=O. (5) Given the product [C:1]([O:4][CH2:5][C@H:6]([CH3:18])[CH2:7][CH:8]([NH:14][C:15](=[O:17])[CH3:16])[C:9]1[S:10][C:11]([Br:19])=[CH:12][CH:13]=1)(=[O:3])[CH3:2], predict the reactants needed to synthesize it. The reactants are: [C:1]([O:4][CH2:5][C@H:6]([CH3:18])[CH2:7][CH:8]([NH:14][C:15](=[O:17])[CH3:16])[C:9]1[S:10][CH:11]=[CH:12][CH:13]=1)(=[O:3])[CH3:2].[Br:19]N1C(=O)CCC1=O.O. (6) Given the product [C:1]([O:5][C:6](=[O:28])[NH:7][C:8]1[S:9][C:10]2[CH:16]=[C:15]([CH2:17][OH:18])[CH:14]=[C:13]([C:19]3[CH:24]=[CH:23][CH:22]=[C:21]([N+:25]([O-:27])=[O:26])[CH:20]=3)[C:11]=2[N:12]=1)([CH3:4])([CH3:2])[CH3:3], predict the reactants needed to synthesize it. The reactants are: [C:1]([O:5][C:6](=[O:28])[NH:7][C:8]1[S:9][C:10]2[CH:16]=[C:15]([CH:17]=[O:18])[CH:14]=[C:13]([C:19]3[CH:24]=[CH:23][CH:22]=[C:21]([N+:25]([O-:27])=[O:26])[CH:20]=3)[C:11]=2[N:12]=1)([CH3:4])([CH3:3])[CH3:2].[BH4-].[Na+]. (7) Given the product [CH3:1][O:2][C:3]1[CH:11]=[C:7]2[C:6](=[CH:5][CH:4]=1)[N:12]=[CH:13][N:24]([C:25]1[CH:26]=[C:27]([NH:32][C:33](=[O:44])[C:34]3[CH:39]=[CH:38][CH:37]=[C:36]([C:40]([F:41])([F:42])[F:43])[CH:35]=3)[CH:28]=[CH:29][C:30]=1[CH3:31])[C:8]2=[O:10], predict the reactants needed to synthesize it. The reactants are: [CH3:1][O:2][C:3]1[CH:11]=[C:7]([C:8]([OH:10])=O)[C:6]([NH2:12])=[CH:5][CH:4]=1.[CH3:13]OC(OC)OC.C(O)(=O)C.[NH2:24][C:25]1[CH:26]=[C:27]([NH:32][C:33](=[O:44])[C:34]2[CH:39]=[CH:38][CH:37]=[C:36]([C:40]([F:43])([F:42])[F:41])[CH:35]=2)[CH:28]=[CH:29][C:30]=1[CH3:31]. (8) Given the product [CH3:1][O:2][C:3]1[CH:8]=[CH:7][N:6]=[C:5]([CH2:9][CH2:10][C:11]2[NH:14][C:15]3=[N:16][CH:17]=[C:18]([CH3:22])[CH:19]=[C:20]3[N:21]=2)[CH:4]=1, predict the reactants needed to synthesize it. The reactants are: [CH3:1][O:2][C:3]1[CH:8]=[CH:7][N:6]=[C:5]([CH2:9][CH2:10][C:11](O)=O)[CH:4]=1.[NH2:14][C:15]1[C:20]([NH2:21])=[CH:19][C:18]([CH3:22])=[CH:17][N:16]=1. (9) Given the product [C:31]([O:30][C:28]([N:7]1[C@H:6]([CH2:4][OH:3])[CH2:10][C@@H:9]([CH:11]([CH3:13])[CH3:12])[C@@H:8]1[C:14]1[CH:19]=[CH:18][C:17]([O:20][CH3:21])=[C:16]([O:22][CH2:23][CH2:24][CH2:25][O:26][CH3:27])[CH:15]=1)=[O:29])([CH3:34])([CH3:33])[CH3:32], predict the reactants needed to synthesize it. The reactants are: CC[O:3][C:4]([C@@H:6]1[CH2:10][C@@H:9]([CH:11]([CH3:13])[CH3:12])[C@H:8]([C:14]2[CH:19]=[CH:18][C:17]([O:20][CH3:21])=[C:16]([O:22][CH2:23][CH2:24][CH2:25][O:26][CH3:27])[CH:15]=2)[N:7]1[C:28]([O:30][C:31]([CH3:34])([CH3:33])[CH3:32])=[O:29])=O.[BH4-].[Li+]. (10) Given the product [CH2:26]([N:35]1[C:21](=[O:23])[C:5]2[C:4]3[C:19]4[C:8](=[CH:7][CH:6]=2)[C:9]2[C:20]5[C:13]([CH:12]=[CH:11][CH:10]=2)=[CH:14][CH:15]=[CH:16][C:17]=5[C:18]=4[CH:1]=[CH:2][C:3]=3[C:24]1=[O:25])[CH2:27][CH2:28][CH2:29][CH2:30][CH2:31][CH2:32][CH2:33][CH3:34], predict the reactants needed to synthesize it. The reactants are: [CH:1]1[C:18]2=[C:19]3[C:8]([C:9]4[C:20]5[C:13](=[CH:14][CH:15]=[CH:16][C:17]2=5)[CH:12]=[CH:11][CH:10]=4)=[CH:7][CH:6]=[C:5]2[C:21]([O:23][C:24](=[O:25])[C:3](=[C:4]23)[CH:2]=1)=O.[CH2:26]([NH2:35])[CH2:27][CH2:28][CH2:29][CH2:30][CH2:31][CH2:32][CH2:33][CH3:34].